From a dataset of Full USPTO retrosynthesis dataset with 1.9M reactions from patents (1976-2016). Predict the reactants needed to synthesize the given product. (1) Given the product [Br:15][C:16]1[C:17]([O:27][CH3:28])=[CH:18][C:19]([O:25][CH3:26])=[C:20]([C:21](=[O:22])[CH2:31][C:30]([O:33][CH2:34][CH3:35])=[O:32])[CH:24]=1, predict the reactants needed to synthesize it. The reactants are: [Cl-].[Mg+2].[Cl-].C(C(C([O-])=O)C([O-])=O)C.[K+].[K+].[Br:15][C:16]1[C:17]([O:27][CH3:28])=[CH:18][C:19]([O:25][CH3:26])=[C:20]([CH:24]=1)[C:21](Cl)=[O:22].Cl.[C:30]([O:33][CH2:34][CH3:35])(=[O:32])[CH3:31]. (2) Given the product [Br:20][C:18]1[CH:17]=[CH:16][C:15]([C:21]([F:24])([F:22])[F:23])=[C:14]([CH2:12][C:10]2[S:11][C:7]([C:1]3[CH:6]=[CH:5][CH:4]=[CH:3][CH:2]=3)=[CH:8][CH:9]=2)[CH:19]=1, predict the reactants needed to synthesize it. The reactants are: [C:1]1([C:7]2[S:11][C:10]([C:12]([C:14]3[CH:19]=[C:18]([Br:20])[CH:17]=[CH:16][C:15]=3[C:21]([F:24])([F:23])[F:22])=O)=[CH:9][CH:8]=2)[CH:6]=[CH:5][CH:4]=[CH:3][CH:2]=1.O1CCCC1.[BH4-].[Na+].